From a dataset of Reaction yield outcomes from USPTO patents with 853,638 reactions. Predict the reaction yield, written as a fraction of the theoretical maximum amount of product (1.0 means a 100% yield; for example, 0.34 means a 34% yield). The reactants are Cl[C:2]1[CH:3]=[C:4]([N:22]2[CH2:27][CH2:26][O:25][CH2:24][CH2:23]2)[C:5]2[N:6]([CH:8]=[C:9]([C:11]3[S:12][C:13]([C:16]4[CH:21]=[CH:20][CH:19]=[CH:18][N:17]=4)=[CH:14][CH:15]=3)[N:10]=2)[N:7]=1.C(=O)([O-])[O-].[K+].[K+].O.[NH2:35][NH2:36].[CH3:37][C:38]1[CH:39]=[C:40]([CH:43]=[CH:44][CH:45]=1)[CH:41]=O. The catalyst is CN1CCCC1=O.O. The product is [CH3:37][C:38]1[CH:39]=[C:40]([CH:43]=[CH:44][CH:45]=1)[CH:41]=[N:35][NH:36][C:2]1[CH:3]=[C:4]([N:22]2[CH2:27][CH2:26][O:25][CH2:24][CH2:23]2)[C:5]2[N:6]([CH:8]=[C:9]([C:11]3[S:12][C:13]([C:16]4[CH:21]=[CH:20][CH:19]=[CH:18][N:17]=4)=[CH:14][CH:15]=3)[N:10]=2)[N:7]=1. The yield is 0.530.